The task is: Regression. Given a peptide amino acid sequence and an MHC pseudo amino acid sequence, predict their binding affinity value. This is MHC class I binding data.. This data is from Peptide-MHC class I binding affinity with 185,985 pairs from IEDB/IMGT. (1) The peptide sequence is STFNMWREIL. The MHC is HLA-A02:02 with pseudo-sequence HLA-A02:02. The binding affinity (normalized) is 0.256. (2) The peptide sequence is SHQRSDSSLVD. The MHC is H-2-Db with pseudo-sequence H-2-Db. The binding affinity (normalized) is 0.0324. (3) The binding affinity (normalized) is 0.936. The peptide sequence is FLQQSIFRF. The MHC is HLA-A02:11 with pseudo-sequence HLA-A02:11. (4) The peptide sequence is HVASGFIE. The MHC is HLA-B27:05 with pseudo-sequence HLA-B27:05. The binding affinity (normalized) is 0. (5) The peptide sequence is FYKRKAMAW. The binding affinity (normalized) is 0.0847. The MHC is HLA-A30:01 with pseudo-sequence HLA-A30:01. (6) The peptide sequence is AEIMKICST. The MHC is HLA-B40:02 with pseudo-sequence HLA-B40:02. The binding affinity (normalized) is 0.763.